This data is from Full USPTO retrosynthesis dataset with 1.9M reactions from patents (1976-2016). The task is: Predict the reactants needed to synthesize the given product. Given the product [CH3:1][O:2][C:3]1[CH:8]=[CH:7][C:6]([C:13]2[CH:18]=[CH:17][C:16]([CH:19]([C:24]([O:26][CH3:27])=[O:25])[C:20]([O:22][CH3:23])=[O:21])=[C:15]([N+:28]([O-:30])=[O:29])[CH:14]=2)=[CH:5][CH:4]=1, predict the reactants needed to synthesize it. The reactants are: [CH3:1][O:2][C:3]1[CH:8]=[CH:7][C:6](B(O)O)=[CH:5][CH:4]=1.Br[C:13]1[CH:18]=[CH:17][C:16]([CH:19]([C:24]([O:26][CH3:27])=[O:25])[C:20]([O:22][CH3:23])=[O:21])=[C:15]([N+:28]([O-:30])=[O:29])[CH:14]=1.C(=O)([O-])[O-].[Na+].[Na+].